This data is from Forward reaction prediction with 1.9M reactions from USPTO patents (1976-2016). The task is: Predict the product of the given reaction. Given the reactants [NH:1]1[CH:5]=[CH:4][C:3]([C:6](Cl)=[O:7])=[N:2]1.[NH2:9][C:10]1[S:11][CH:12]=[CH:13][C:14]=1[C:15]([NH2:17])=[O:16].N1C=CC=CC=1, predict the reaction product. The product is: [C:15]([C:14]1[CH:13]=[CH:12][S:11][C:10]=1[NH:9][C:6]([C:3]1[CH:4]=[CH:5][NH:1][N:2]=1)=[O:7])(=[O:16])[NH2:17].